This data is from Peptide-MHC class I binding affinity with 185,985 pairs from IEDB/IMGT. The task is: Regression. Given a peptide amino acid sequence and an MHC pseudo amino acid sequence, predict their binding affinity value. This is MHC class I binding data. The peptide sequence is FTNDSIISH. The MHC is HLA-A32:01 with pseudo-sequence HLA-A32:01. The binding affinity (normalized) is 0.